From a dataset of Full USPTO retrosynthesis dataset with 1.9M reactions from patents (1976-2016). Predict the reactants needed to synthesize the given product. (1) Given the product [CH2:30]([C:22]1[CH:23]=[C:24]2[C:29](=[C:20]([O:19][CH:16]3[CH2:17][CH2:18][N:13]([CH2:12][CH2:11][CH:9]4[CH2:8][CH2:7][NH:6][CH2:5][CH2:10]4)[CH2:14][CH2:15]3)[CH:21]=1)[N:28]=[CH:27][CH:26]=[CH:25]2)[CH2:31][CH2:32][CH3:33], predict the reactants needed to synthesize it. The reactants are: CC([CH:5]1[CH2:10][CH:9]([CH2:11][CH2:12][N:13]2[CH2:18][CH2:17][CH:16]([O:19][C:20]3[CH:21]=[C:22]([CH2:30][CH2:31][CH2:32][CH3:33])[CH:23]=[C:24]4[C:29]=3[N:28]=[CH:27][CH:26]=[CH:25]4)[CH2:15][CH2:14]2)[CH2:8][CH2:7][N:6]1C([O-])=O)(C)C.C(O)(C(F)(F)F)=O.C1(C)C=CC=CC=1. (2) Given the product [F:1][C:2]1[CH:3]=[C:4]2[C:8](=[CH:9][CH:10]=1)[N:7]([C:14]1[N:15]=[C:16]([N:33]3[CH2:34][CH2:35][O:36][CH2:37][CH2:38]3)[C:17]3[S:22][C:21]([CH2:23][N:24]4[CH2:25][CH2:26][CH:27]([N:30]([CH3:32])[CH3:31])[CH2:28][CH2:29]4)=[CH:20][C:18]=3[N:19]=1)[CH:6]=[CH:5]2, predict the reactants needed to synthesize it. The reactants are: [F:1][C:2]1[CH:3]=[C:4]2[C:8](=[CH:9][CH:10]=1)[NH:7][CH:6]=[CH:5]2.[H-].[Na+].Cl[C:14]1[N:15]=[C:16]([N:33]2[CH2:38][CH2:37][O:36][CH2:35][CH2:34]2)[C:17]2[S:22][C:21]([CH2:23][N:24]3[CH2:29][CH2:28][CH:27]([N:30]([CH3:32])[CH3:31])[CH2:26][CH2:25]3)=[CH:20][C:18]=2[N:19]=1. (3) Given the product [F:16][C:17]1[CH:44]=[C:43]([F:45])[CH:42]=[CH:41][C:18]=1[O:19][C:20]1[CH:25]=[CH:24][C:23]([CH2:26][S:27]([CH2:30][CH3:31])(=[O:29])=[O:28])=[CH:22][C:21]=1[C:2]1[CH:3]=[C:4]([O:10][CH2:11][C:12]([F:15])([F:14])[F:13])[C:5](=[O:9])[N:6]([CH3:8])[CH:7]=1, predict the reactants needed to synthesize it. The reactants are: Br[C:2]1[CH:3]=[C:4]([O:10][CH2:11][C:12]([F:15])([F:14])[F:13])[C:5](=[O:9])[N:6]([CH3:8])[CH:7]=1.[F:16][C:17]1[CH:44]=[C:43]([F:45])[CH:42]=[CH:41][C:18]=1[O:19][C:20]1[CH:25]=[CH:24][C:23]([CH2:26][S:27]([CH2:30][CH3:31])(=[O:29])=[O:28])=[CH:22][C:21]=1B1OC(C)(C)C(C)(C)O1.[O-]P([O-])([O-])=O.[K+].[K+].[K+]. (4) Given the product [CH:1]1[C:10]2[C:5](=[CH:6][CH:7]=[CH:8][CH:9]=2)[CH:4]=[CH:3][C:2]=1[C:11]1[CH2:12][CH:13]2[N:18]([CH2:20][CH2:21][OH:22])[CH:16]([CH2:15][CH2:14]2)[CH:17]=1, predict the reactants needed to synthesize it. The reactants are: [CH:1]1[C:10]2[C:5](=[CH:6][CH:7]=[CH:8][CH:9]=2)[CH:4]=[CH:3][C:2]=1[C:11]1[CH2:17][CH:16]2[NH:18][CH:13]([CH2:14][CH2:15]2)[CH:12]=1.Br[CH2:20][CH2:21][OH:22].C([O-])([O-])=O.[K+].[K+].CN(C=O)C. (5) Given the product [Cl:10][C:7]1[CH:6]=[C:3]2[C:2](=[CH:9][CH:8]=1)[NH:1][CH:19]([C:18]([F:27])([F:26])[F:17])[C:20]([C:21]([OH:23])=[O:22])=[CH:4]2, predict the reactants needed to synthesize it. The reactants are: [NH2:1][C:2]1[CH:9]=[CH:8][C:7]([Cl:10])=[CH:6][C:3]=1[CH:4]=O.C(=O)([O-])[O-].[K+].[K+].[F:17][C:18]([F:27])([F:26])/[CH:19]=[CH:20]/[C:21]([O:23]CC)=[O:22].